This data is from Full USPTO retrosynthesis dataset with 1.9M reactions from patents (1976-2016). The task is: Predict the reactants needed to synthesize the given product. (1) Given the product [C:45]([C:53]1[CH:58]=[CH:57][CH:56]=[CH:55][C:54]=1[NH:59][C@@H:60]([CH2:66][C:67]1[CH:72]=[CH:71][C:70]([C:73]2[CH:78]=[CH:77][CH:76]=[C:75]([N:79]([CH3:92])[C:80]([NH:82][C:83]3[CH:84]=[CH:85][C:86]([N:89]([CH3:91])[CH3:90])=[CH:87][CH:88]=3)=[O:81])[CH:74]=2)=[CH:69][CH:68]=1)[C:61]([OH:63])=[O:62])(=[O:52])[C:46]1[CH:51]=[CH:50][CH:49]=[CH:48][CH:47]=1, predict the reactants needed to synthesize it. The reactants are: C(C1C=CC=CC=1N[C@@H](CC1C=CC(C2C=CC=C(N(C)C(NCCCCCCC)=O)C=2)=CC=1)C(O)=O)(=O)C1C=CC=CC=1.[C:45]([C:53]1[CH:58]=[CH:57][CH:56]=[CH:55][C:54]=1[NH:59][C@@H:60]([CH2:66][C:67]1[CH:72]=[CH:71][C:70]([C:73]2[CH:78]=[CH:77][CH:76]=[C:75]([N:79]([CH3:92])[C:80]([NH:82][C:83]3[CH:88]=[CH:87][C:86]([N:89]([CH3:91])[CH3:90])=[CH:85][CH:84]=3)=[O:81])[CH:74]=2)=[CH:69][CH:68]=1)[C:61]([O:63]CC)=[O:62])(=[O:52])[C:46]1[CH:51]=[CH:50][CH:49]=[CH:48][CH:47]=1.[OH-].[Li+]. (2) Given the product [F:17][C:18]([F:22])([F:21])[CH2:19][N:20]1[C:13](=[O:14])[C:12]2[C:7](=[CH:8][CH:9]=[CH:10][CH:11]=2)[NH:6][C:5]1=[O:15], predict the reactants needed to synthesize it. The reactants are: C1(N2[C:13](=[O:14])[C:12]3[C:7](=[CH:8][CH:9]=[CH:10][CH:11]=3)[NH:6][C:5]2=[O:15])CC1.Cl.[F:17][C:18]([F:22])([F:21])[CH2:19][NH2:20].